This data is from Catalyst prediction with 721,799 reactions and 888 catalyst types from USPTO. The task is: Predict which catalyst facilitates the given reaction. (1) Reactant: C(OC(=O)[NH:7][C@H:8]([C:10]1[N:14]([CH:15]([CH3:17])[CH3:16])[C:13]2[C:18]([C:23]3[CH:28]=[CH:27][CH:26]=[CH:25][N:24]=3)=[C:19]([F:22])[CH:20]=[CH:21][C:12]=2[N:11]=1)[CH3:9])(C)(C)C. Product: [F:22][C:19]1[CH:20]=[CH:21][C:12]2[N:11]=[C:10]([C@@H:8]([NH2:7])[CH3:9])[N:14]([CH:15]([CH3:16])[CH3:17])[C:13]=2[C:18]=1[C:23]1[CH:28]=[CH:27][CH:26]=[CH:25][N:24]=1. The catalyst class is: 137. (2) Reactant: [NH2:1][C@@H:2]([CH2:5][CH2:6][CH3:7])[CH2:3][OH:4].[NH2:8][C:9]1[N:14]=[C:13](OS(C2C(C)=CC(C)=CC=2C)(=O)=O)[C:12]([CH2:28][C:29]2[CH:30]=[C:31]([CH2:37][C:38]([O:40]C)=[O:39])[CH:32]=[CH:33][C:34]=2[O:35][CH3:36])=[C:11]([CH3:42])[N:10]=1.[OH-].[K+]. Product: [NH2:8][C:9]1[N:14]=[C:13]([NH:1][C@@H:2]([CH2:5][CH2:6][CH3:7])[CH2:3][OH:4])[C:12]([CH2:28][C:29]2[CH:30]=[C:31]([CH2:37][C:38]([OH:40])=[O:39])[CH:32]=[CH:33][C:34]=2[O:35][CH3:36])=[C:11]([CH3:42])[N:10]=1. The catalyst class is: 51. (3) Reactant: Br[C:2]1[CH:7]=[CH:6][C:5]([C:8]2([CH2:13][NH:14][CH:15]=[O:16])[CH2:12][CH2:11][CH2:10][CH2:9]2)=[CH:4][CH:3]=1.[F:17][C:18]([F:29])([F:28])[C:19]1[CH:24]=[CH:23][C:22](B(O)O)=[CH:21][CH:20]=1. Product: [F:17][C:18]([F:29])([F:28])[C:19]1[CH:24]=[CH:23][C:22]([C:2]2[CH:7]=[CH:6][C:5]([C:8]3([CH2:13][NH:14][CH:15]=[O:16])[CH2:12][CH2:11][CH2:10][CH2:9]3)=[CH:4][CH:3]=2)=[CH:21][CH:20]=1. The catalyst class is: 235. (4) Reactant: C(OC([N:8]1[C:16]2[C:11](=[CH:12][C:13]([CH:17]3[C:22]([C:23]#[N:24])=[C:21]([CH3:25])[NH:20][C:19]([CH3:26])=[C:18]3[C:27]#[N:28])=[CH:14][CH:15]=2)[C:10]([NH:29][CH2:30][CH2:31]O)=[N:9]1)=O)(C)(C)C.C[N:34]1[CH2:39][CH2:38][O:37][CH2:36][CH2:35]1.S(Cl)(C)(=O)=O.N1CCOCC1. Product: [CH3:25][C:21]1[NH:20][C:19]([CH3:26])=[C:18]([C:27]#[N:28])[CH:17]([C:13]2[CH:12]=[C:11]3[C:16](=[CH:15][CH:14]=2)[NH:8][N:9]=[C:10]3[NH:29][CH2:30][CH2:31][N:34]2[CH2:39][CH2:38][O:37][CH2:36][CH2:35]2)[C:22]=1[C:23]#[N:24]. The catalyst class is: 531. (5) Reactant: [CH:1]1([CH:4]2[CH:9]([C:10]([O:12]C)=[O:11])[N:8]([C:14]([O:16][CH2:17][C:18]3[CH:23]=[CH:22][CH:21]=[CH:20][CH:19]=3)=[O:15])[CH2:7][CH:6]([CH:24]3[CH2:29][CH2:28][N:27]([C:30]([O:32][C:33]([CH3:36])([CH3:35])[CH3:34])=[O:31])[CH2:26][CH2:25]3)[CH2:5]2)[CH2:3][CH2:2]1.[OH-].[Li+].O. Product: [CH2:17]([O:16][C:14]([N:8]1[CH:9]([C:10]([OH:12])=[O:11])[CH:4]([CH:1]2[CH2:3][CH2:2]2)[CH2:5][CH:6]([CH:24]2[CH2:29][CH2:28][N:27]([C:30]([O:32][C:33]([CH3:36])([CH3:35])[CH3:34])=[O:31])[CH2:26][CH2:25]2)[CH2:7]1)=[O:15])[C:18]1[CH:23]=[CH:22][CH:21]=[CH:20][CH:19]=1. The catalyst class is: 36. (6) Reactant: N1CCCCC1.C1C2C(COC([NH:24][CH2:25][C@@H:26]([C:50]([O:52][CH3:53])=[O:51])[NH:27][C:28](=[O:49])[C:29]3[CH:34]=[CH:33][C:32]([C:35]([NH:37][CH2:38][C:39]4[CH:47]=[CH:46][CH:45]=[C:44]5[C:40]=4[CH:41]=[CH:42][NH:43]5)=[O:36])=[CH:31][C:30]=3[Cl:48])=O)C3C(=CC=CC=3)C=2C=CC=1. Product: [NH2:24][CH2:25][C@@H:26]([C:50]([O:52][CH3:53])=[O:51])[NH:27][C:28](=[O:49])[C:29]1[CH:34]=[CH:33][C:32]([C:35]([NH:37][CH2:38][C:39]2[CH:47]=[CH:46][CH:45]=[C:44]3[C:40]=2[CH:41]=[CH:42][NH:43]3)=[O:36])=[CH:31][C:30]=1[Cl:48]. The catalyst class is: 9. (7) Reactant: Br[C:2]1[CH:7]=[CH:6][C:5]([C:8]2[NH:12][C:11]([C@@H:13]3[CH2:17][CH2:16][CH2:15][N:14]3[C:18]([O:20][C:21]([CH3:24])([CH3:23])[CH3:22])=[O:19])=[N:10][CH:9]=2)=[CH:4][CH:3]=1.[O:25]=[S:26]1(=[O:57])[CH2:31][CH2:30][N:29]([CH2:32][C:33]2[CH:38]=[CH:37][C:36]([NH:39][C:40](=[O:56])[C:41]3[CH:46]=[CH:45][C:44](B4OC(C)(C)C(C)(C)O4)=[CH:43][CH:42]=3)=[CH:35][CH:34]=2)[CH2:28][CH2:27]1.C([O-])([O-])=O.[Cs+].[Cs+].B([O-])[O-]. Product: [O:57]=[S:26]1(=[O:25])[CH2:31][CH2:30][N:29]([CH2:32][C:33]2[CH:34]=[CH:35][C:36]([NH:39][C:40]([C:41]3[CH:42]=[CH:43][C:44]([C:2]4[CH:7]=[CH:6][C:5]([C:8]5[N:12]=[C:11]([C@@H:13]6[CH2:17][CH2:16][CH2:15][N:14]6[C:18]([O:20][C:21]([CH3:24])([CH3:23])[CH3:22])=[O:19])[NH:10][CH:9]=5)=[CH:4][CH:3]=4)=[CH:45][CH:46]=3)=[O:56])=[CH:37][CH:38]=2)[CH2:28][CH2:27]1. The catalyst class is: 108.